This data is from Reaction yield outcomes from USPTO patents with 853,638 reactions. The task is: Predict the reaction yield, written as a fraction of the theoretical maximum amount of product (1.0 means a 100% yield; for example, 0.34 means a 34% yield). (1) The reactants are [CH3:1][C:2]1[CH:3]=[C:4]([CH:29]=[CH:30][CH:31]=1)[CH:5]=[N:6][NH:7][C:8]1[CH:13]=[C:12]([N:14]2[CH2:19][CH2:18][O:17][CH2:16][CH2:15]2)[N:11]2[N:20]=[C:21]([CH:23]3[CH2:28][CH2:27][NH:26][CH2:25][CH2:24]3)[CH:22]=[C:10]2[N:9]=1.[C:32](OC(=O)C)(=[O:34])[CH3:33]. The catalyst is C(Cl)Cl. The product is [C:32]([N:26]1[CH2:25][CH2:24][CH:23]([C:21]2[CH:22]=[C:10]3[N:9]=[C:8]([NH:7][N:6]=[CH:5][C:4]4[CH:29]=[CH:30][CH:31]=[C:2]([CH3:1])[CH:3]=4)[CH:13]=[C:12]([N:14]4[CH2:19][CH2:18][O:17][CH2:16][CH2:15]4)[N:11]3[N:20]=2)[CH2:28][CH2:27]1)(=[O:34])[CH3:33]. The yield is 0.730. (2) The reactants are [F:1][C:2]1[CH:3]=[C:4]([CH:7]=[C:8]([OH:11])[C:9]=1[OH:10])[CH:5]=[O:6].[C:12]([O-])([O-])=O.[Cs+].[Cs+].O. The catalyst is CN(C=O)C. The product is [F:1][C:2]1[C:9]2[O:10][CH2:12][O:11][C:8]=2[CH:7]=[C:4]([CH:5]=[O:6])[CH:3]=1. The yield is 0.490. (3) The reactants are [Cl:1][C:2]1[CH:9]=[CH:8][C:5]([CH2:6][NH2:7])=[CH:4][CH:3]=1.Br[C:11]1[CH:20]=[N:19][CH:18]=[CH:17][C:12]=1[C:13]([O:15][CH3:16])=[O:14]. No catalyst specified. The product is [Cl:1][C:2]1[CH:9]=[CH:8][C:5]([CH2:6][NH:7][C:17]2[CH:18]=[N:19][CH:20]=[CH:11][C:12]=2[C:13]([O:15][CH3:16])=[O:14])=[CH:4][CH:3]=1. The yield is 0.720. (4) The product is [CH2:16]([N:23]1[CH2:24][CH2:25][C:26]2[C:31](=[O:32])[NH:15][C:13]([CH2:12][C:8]3[CH:9]=[CH:10][CH:11]=[C:6]([Cl:5])[CH:7]=3)=[N:14][C:27]=2[CH2:28][CH2:29]1)[C:17]1[CH:22]=[CH:21][CH:20]=[CH:19][CH:18]=1. The yield is 0.330. The reactants are C(O)C.[Na].[Cl:5][C:6]1[CH:7]=[C:8]([CH2:12][C:13](=[NH:15])[NH2:14])[CH:9]=[CH:10][CH:11]=1.[CH2:16]([N:23]1[CH2:29][CH2:28][C:27](=O)[CH:26]([C:31](OCC)=[O:32])[CH2:25][CH2:24]1)[C:17]1[CH:22]=[CH:21][CH:20]=[CH:19][CH:18]=1. The catalyst is O. (5) The reactants are [OH-].[K+].C(O)C.[Cl:6][C:7]1[CH:12]=[CH:11][CH:10]=[C:9]([Cl:13])[C:8]=1[OH:14].[Cl:15][C:16]1[N:21]=[C:20](Cl)[CH:19]=[C:18]([Cl:23])[N:17]=1. The catalyst is O1CCCC1. The product is [Cl:15][C:16]1[N:17]=[C:18]([Cl:23])[CH:19]=[C:20]([O:14][C:8]2[C:7]([Cl:6])=[CH:12][CH:11]=[CH:10][C:9]=2[Cl:13])[N:21]=1. The yield is 0.550. (6) The reactants are [C:1]([O:5][CH2:6][CH3:7])(=[O:4])[CH:2]=O.[C:8]([O:12][C:13]([NH:15][NH2:16])=[O:14])([CH3:11])([CH3:10])[CH3:9]. The catalyst is O1CCOCC1. The product is [CH2:6]([O:5][C:1](=[O:4])[CH:2]=[N:16][NH:15][C:13]([O:12][C:8]([CH3:11])([CH3:10])[CH3:9])=[O:14])[CH3:7]. The yield is 0.138. (7) The reactants are [C:1]([O:5][C:6]([N:8]1[CH2:13][CH2:12][N:11]([C:14]2[C:19](Cl)=[N:18][CH:17]=[CH:16][N:15]=2)[CH2:10][CH2:9]1)=[O:7])([CH3:4])([CH3:3])[CH3:2].[CH3:21][O:22][CH2:23][C:24]1[CH:29]=[CH:28][C:27](B(O)O)=[CH:26][CH:25]=1.C(=O)([O-])[O-].[K+].[K+]. The catalyst is COCCOC.[Pd].C1(P(C2C=CC=CC=2)C2C=CC=CC=2)C=CC=CC=1.C1(P(C2C=CC=CC=2)C2C=CC=CC=2)C=CC=CC=1.C1(P(C2C=CC=CC=2)C2C=CC=CC=2)C=CC=CC=1.C1(P(C2C=CC=CC=2)C2C=CC=CC=2)C=CC=CC=1. The product is [C:1]([O:5][C:6]([N:8]1[CH2:13][CH2:12][N:11]([C:14]2[C:19]([C:27]3[CH:28]=[CH:29][C:24]([CH2:23][O:22][CH3:21])=[CH:25][CH:26]=3)=[N:18][CH:17]=[CH:16][N:15]=2)[CH2:10][CH2:9]1)=[O:7])([CH3:4])([CH3:3])[CH3:2]. The yield is 0.960. (8) The reactants are FC(F)(F)S(O[C:7]1[CH:15]=[CH:14][C:13]([C:16]2[N:17]([C:32]([O:34][C:35]([CH3:38])([CH3:37])[CH3:36])=[O:33])[C:18]3[C:23]([CH:24]=2)=[CH:22][C:21]([CH2:25][N:26]2[CH2:31][CH2:30][CH2:29][CH2:28][CH2:27]2)=[CH:20][CH:19]=3)=[C:12]2[C:8]=1[CH2:9][NH:10][C:11]2=[O:39])(=O)=O.[CH2:42]1[O:50][C:49]2[CH:48]=[CH:47][C:46](B(O)O)=[CH:45][C:44]=2[O:43]1.C(=O)([O-])[O-].[K+].[K+].O. The catalyst is C(COC)OC.C(Cl)(Cl)Cl.CO.C(#N)C. The product is [O:43]1[C:44]2[CH:45]=[CH:46][C:47]([C:7]3[CH:15]=[CH:14][C:13]([C:16]4[N:17]([C:32]([O:34][C:35]([CH3:36])([CH3:38])[CH3:37])=[O:33])[C:18]5[C:23]([CH:24]=4)=[CH:22][C:21]([CH2:25][N:26]4[CH2:31][CH2:30][CH2:29][CH2:28][CH2:27]4)=[CH:20][CH:19]=5)=[C:12]4[C:8]=3[CH2:9][NH:10][C:11]4=[O:39])=[CH:48][C:49]=2[O:50][CH2:42]1. The yield is 0.470.